This data is from Catalyst prediction with 721,799 reactions and 888 catalyst types from USPTO. The task is: Predict which catalyst facilitates the given reaction. (1) The catalyst class is: 4. Reactant: [Cl:1][C:2]1[CH:7]=[CH:6][C:5]([CH:8]([C:11]2([C:14]([O:16]C(C)(C)C)=[O:15])[CH2:13][CH2:12]2)[CH2:9][CH3:10])=[CH:4][CH:3]=1.[B-](F)(F)(F)F.[N:26]#[O+:27].[OH2:28]. Product: [Cl:1][C:2]1[CH:7]=[CH:6][C:5]([CH:8]([C:11]2([C:14]([OH:16])=[O:15])[CH2:13][CH2:12]2)[CH2:9][CH3:10])=[CH:4][C:3]=1[N+:26]([O-:28])=[O:27]. (2) Reactant: [CH3:1][CH:2]([CH2:12][CH3:13])[CH2:3][C:4]1[CH:11]=[CH:10][C:7]([CH2:8][NH2:9])=[CH:6][CH:5]=1.[Cl:14][C:15]1[CH:31]=[CH:30][C:18]2[CH2:19][CH2:20][N:21]([C:24](=[O:29])[C:25]([F:28])([F:27])[F:26])[CH2:22][CH2:23][C:17]=2[C:16]=1OS(C(F)(F)F)(=O)=O.C1C=CC(P(C2C(C3C(P(C4C=CC=CC=4)C4C=CC=CC=4)=CC=C4C=3C=CC=C4)=C3C(C=CC=C3)=CC=2)C2C=CC=CC=2)=CC=1.C(=O)([O-])[O-].[Cs+].[Cs+]. Product: [Cl:14][C:15]1[CH:31]=[CH:30][C:18]2[CH2:19][CH2:20][N:21]([C:24](=[O:29])[C:25]([F:26])([F:28])[F:27])[CH2:22][CH2:23][C:17]=2[C:16]=1[NH:9][CH2:8][C:7]1[CH:6]=[CH:5][C:4]([CH2:3][CH:2]([CH3:1])[CH2:12][CH3:13])=[CH:11][CH:10]=1. The catalyst class is: 487. (3) Reactant: [Cl:1][C:2]1[C:3]([O:12][C:13]2[CH:18]=[C:17]([O:19][CH:20]([CH3:22])[CH3:21])[CH:16]=[CH:15][C:14]=2[CH2:23][CH2:24][CH2:25][OH:26])=[N:4][CH:5]=[C:6]([C:8]([F:11])([F:10])[F:9])[CH:7]=1.O[C:28]1[CH:32]=[C:31]([CH2:33][CH2:34][C:35]([O:37]CC)=[O:36])[N:30]([C:40]2[CH:45]=[CH:44][CH:43]=[CH:42][CH:41]=2)[N:29]=1.C(P(CCCC)CCCC)CCC.N(C(N1CCCCC1)=O)=NC(N1CCCCC1)=O.O1CCCC1CO.[OH-].[Na+].Cl. Product: [Cl:1][C:2]1[C:3]([O:12][C:13]2[CH:18]=[C:17]([O:19][CH:20]([CH3:21])[CH3:22])[CH:16]=[CH:15][C:14]=2[CH2:23][CH2:24][CH2:25][O:26][C:28]2[CH:32]=[C:31]([CH2:33][CH2:34][C:35]([OH:37])=[O:36])[N:30]([C:40]3[CH:45]=[CH:44][CH:43]=[CH:42][CH:41]=3)[N:29]=2)=[N:4][CH:5]=[C:6]([C:8]([F:11])([F:10])[F:9])[CH:7]=1. The catalyst class is: 7. (4) Reactant: [F:1][C:2]1[C:10]2[C:5](=[C:6]([N:11]([CH3:20])[S:12]([C:15]3[S:16][CH:17]=[CH:18][CH:19]=3)(=[O:14])=[O:13])[CH:7]=[CH:8][CH:9]=2)[NH:4][C:3]=1[C:21]1[S:22][CH:23]([CH2:26][C:27]([O:29]CC)=[O:28])[CH2:24][N:25]=1.[OH-].[Na+].Cl. Product: [F:1][C:2]1[C:10]2[C:5](=[C:6]([N:11]([CH3:20])[S:12]([C:15]3[S:16][CH:17]=[CH:18][CH:19]=3)(=[O:13])=[O:14])[CH:7]=[CH:8][CH:9]=2)[NH:4][C:3]=1[C:21]1[S:22][CH:23]([CH2:26][C:27]([OH:29])=[O:28])[CH2:24][N:25]=1. The catalyst class is: 214. (5) Reactant: [Cl:1][C:2]1[CH:7]=[CH:6][C:5]([S:8]([NH2:11])(=[O:10])=[O:9])=[C:4]([NH:12][S:13](/[CH:16]=[CH:17]/[C:18]2[CH:23]=[CH:22][C:21]([O:24][CH:25]([F:27])[F:26])=[CH:20][CH:19]=2)(=[O:15])=[O:14])[CH:3]=1.C([O-])(=O)C.[Na+].C1(C)C=CC(S(NN)(=O)=O)=CC=1. Product: [Cl:1][C:2]1[CH:7]=[CH:6][C:5]([S:8]([NH2:11])(=[O:10])=[O:9])=[C:4]([NH:12][S:13]([CH2:16][CH2:17][C:18]2[CH:23]=[CH:22][C:21]([O:24][CH:25]([F:26])[F:27])=[CH:20][CH:19]=2)(=[O:14])=[O:15])[CH:3]=1. The catalyst class is: 7.